Dataset: NCI-60 drug combinations with 297,098 pairs across 59 cell lines. Task: Regression. Given two drug SMILES strings and cell line genomic features, predict the synergy score measuring deviation from expected non-interaction effect. (1) Drug 1: C1CN(CCN1C(=O)CCBr)C(=O)CCBr. Drug 2: C1CCC(C(C1)N)N.C(=O)(C(=O)[O-])[O-].[Pt+4]. Cell line: OVCAR-4. Synergy scores: CSS=15.5, Synergy_ZIP=-4.85, Synergy_Bliss=-3.97, Synergy_Loewe=-0.759, Synergy_HSA=-0.352. (2) Drug 1: CC12CCC3C(C1CCC2O)C(CC4=C3C=CC(=C4)O)CCCCCCCCCS(=O)CCCC(C(F)(F)F)(F)F. Drug 2: CN(CCCl)CCCl.Cl. Cell line: SF-539. Synergy scores: CSS=8.57, Synergy_ZIP=-6.80, Synergy_Bliss=-3.58, Synergy_Loewe=-8.46, Synergy_HSA=-3.61. (3) Drug 1: CC1=C(C=C(C=C1)NC2=NC=CC(=N2)N(C)C3=CC4=NN(C(=C4C=C3)C)C)S(=O)(=O)N.Cl. Drug 2: C1CN1P(=S)(N2CC2)N3CC3. Cell line: PC-3. Synergy scores: CSS=10.7, Synergy_ZIP=-2.87, Synergy_Bliss=0.858, Synergy_Loewe=-2.12, Synergy_HSA=1.89. (4) Drug 1: CCCS(=O)(=O)NC1=C(C(=C(C=C1)F)C(=O)C2=CNC3=C2C=C(C=N3)C4=CC=C(C=C4)Cl)F. Drug 2: C1CN(P(=O)(OC1)NCCCl)CCCl. Cell line: EKVX. Synergy scores: CSS=9.42, Synergy_ZIP=3.81, Synergy_Bliss=8.88, Synergy_Loewe=6.54, Synergy_HSA=6.49.